Dataset: Forward reaction prediction with 1.9M reactions from USPTO patents (1976-2016). Task: Predict the product of the given reaction. Given the reactants [C:1]1([C:11]([OH:13])=O)[C:10]2[CH2:9][CH2:8][CH2:7][CH2:6][C:5]=2[CH:4]=[CH:3][CH:2]=1.[CH2:14]([O:16][C:17]([C:19]1([NH2:29])[CH2:27][C:26]2[C:21](=[CH:22][CH:23]=[C:24]([F:28])[CH:25]=2)[CH2:20]1)=[O:18])[CH3:15].CN(C(ON1N=NC2C=CC=NC1=2)=[N+](C)C)C.F[P-](F)(F)(F)(F)F.CCN(C(C)C)C(C)C, predict the reaction product. The product is: [CH2:14]([O:16][C:17]([C:19]1([NH:29][C:11]([C:1]2[C:10]3[CH2:9][CH2:8][CH2:7][CH2:6][C:5]=3[CH:4]=[CH:3][CH:2]=2)=[O:13])[CH2:27][C:26]2[C:21](=[CH:22][CH:23]=[C:24]([F:28])[CH:25]=2)[CH2:20]1)=[O:18])[CH3:15].